Dataset: Full USPTO retrosynthesis dataset with 1.9M reactions from patents (1976-2016). Task: Predict the reactants needed to synthesize the given product. (1) Given the product [ClH:23].[NH2:2][CH2:1][C:3]1[N:8]=[CH:7][C:6]([C:9]([O:11][CH3:12])=[O:10])=[C:5]([C:13]2[CH:14]=[N:15][C:16]([C:19]([F:22])([F:21])[F:20])=[CH:17][CH:18]=2)[CH:4]=1, predict the reactants needed to synthesize it. The reactants are: [C:1]([C:3]1[N:8]=[CH:7][C:6]([C:9]([O:11][CH3:12])=[O:10])=[C:5]([C:13]2[CH:14]=[N:15][C:16]([C:19]([F:22])([F:21])[F:20])=[CH:17][CH:18]=2)[CH:4]=1)#[N:2].[ClH:23]. (2) Given the product [Cl:1][C:2]([F:27])([F:26])[O:3][C:4]1[CH:9]=[CH:8][C:7]([NH:10][C:11](=[O:25])[C:12]2[CH:17]=[C:16]([C:33]3[NH:32][N:31]=[CH:30][C:29]=3[F:28])[C:15]([N:19]3[CH2:22][CH:21]([CH2:23][OH:24])[CH2:20]3)=[N:14][CH:13]=2)=[CH:6][CH:5]=1, predict the reactants needed to synthesize it. The reactants are: [Cl:1][C:2]([F:27])([F:26])[O:3][C:4]1[CH:9]=[CH:8][C:7]([NH:10][C:11](=[O:25])[C:12]2[CH:17]=[C:16](I)[C:15]([N:19]3[CH2:22][CH:21]([CH2:23][OH:24])[CH2:20]3)=[N:14][CH:13]=2)=[CH:6][CH:5]=1.[F:28][C:29]1[CH:30]=[N:31][NH:32][C:33]=1[Sn](CCCC)(CCCC)CCCC.CCOC(C)=O. (3) The reactants are: [CH2:1]([C:4]1[CH:8]=[CH:7][S:6][CH:5]=1)[CH2:2][CH3:3].[Br:9][C:10]1[CH:11]=[C:12]([CH:15]=[CH:16][CH:17]=1)[CH:13]=[O:14]. Given the product [Br:9][C:10]1[CH:11]=[C:12]([CH:13]([C:7]2[S:6][CH:5]=[C:4]([CH2:1][CH2:2][CH3:3])[CH:8]=2)[OH:14])[CH:15]=[CH:16][CH:17]=1, predict the reactants needed to synthesize it.